This data is from Peptide-MHC class I binding affinity with 185,985 pairs from IEDB/IMGT. The task is: Regression. Given a peptide amino acid sequence and an MHC pseudo amino acid sequence, predict their binding affinity value. This is MHC class I binding data. The peptide sequence is QHSFMANRM. The binding affinity (normalized) is 0.0847. The MHC is HLA-B40:01 with pseudo-sequence HLA-B40:01.